Dataset: Forward reaction prediction with 1.9M reactions from USPTO patents (1976-2016). Task: Predict the product of the given reaction. (1) The product is: [NH2:1][C:2]1[N:7]=[C:6]([C:8]2[O:9][CH:10]=[CH:11][CH:12]=2)[C:5]([C:13]#[N:14])=[C:4]([NH:19][CH2:20][CH2:21][C:22]2[CH:27]=[CH:26][CH:25]=[CH:24][N:23]=2)[N:3]=1. Given the reactants [NH2:1][C:2]1[N:7]=[C:6]([C:8]2[O:9][CH:10]=[CH:11][CH:12]=2)[C:5]([C:13]#[N:14])=[C:4](S(C)(=O)=O)[N:3]=1.[NH2:19][CH2:20][CH2:21][C:22]1[CH:27]=[CH:26][CH:25]=[CH:24][N:23]=1, predict the reaction product. (2) Given the reactants [NH2:1][CH2:2][CH2:3][CH2:4][N:5]1[CH2:10][CH2:9][NH:8][C:7](=[O:11])[CH2:6]1.C(N(CC)CC)C.O1CCOCC1.Cl[C:26]1[CH:31]=[CH:30][C:29]([S:32]([NH2:35])(=[O:34])=[O:33])=[CH:28][C:27]=1[N+:36]([O-:38])=[O:37], predict the reaction product. The product is: [N+:36]([C:27]1[CH:28]=[C:29]([S:32]([NH2:35])(=[O:33])=[O:34])[CH:30]=[CH:31][C:26]=1[NH:1][CH2:2][CH2:3][CH2:4][N:5]1[CH2:10][CH2:9][NH:8][C:7](=[O:11])[CH2:6]1)([O-:38])=[O:37].